Dataset: Reaction yield outcomes from USPTO patents with 853,638 reactions. Task: Predict the reaction yield, written as a fraction of the theoretical maximum amount of product (1.0 means a 100% yield; for example, 0.34 means a 34% yield). The yield is 0.980. The reactants are C(O[C:9]1[CH:19]=[CH:18][C:12]([O:13][CH2:14][CH2:15][CH2:16][Br:17])=[CH:11][CH:10]=1)C1C=CC=CC=1.C1C[O:23]CC1. The product is [Br:17][CH2:16][CH2:15][CH2:14][O:13][C:12]1[CH:18]=[CH:19][CH:9]=[CH:10][C:11]=1[OH:23]. The catalyst is [Pd].